This data is from Full USPTO retrosynthesis dataset with 1.9M reactions from patents (1976-2016). The task is: Predict the reactants needed to synthesize the given product. (1) Given the product [C:1]([O:5][C:6]([N:8]1[CH2:13][CH2:12][CH:11]([NH:14][C:15]2[CH:20]=[CH:19][C:18]([CH3:21])=[CH:17][C:16]=2[NH2:22])[CH2:10][CH2:9]1)=[O:7])([CH3:4])([CH3:3])[CH3:2], predict the reactants needed to synthesize it. The reactants are: [C:1]([O:5][C:6]([N:8]1[CH2:13][CH2:12][CH:11]([NH:14][C:15]2[CH:20]=[CH:19][C:18]([CH3:21])=[CH:17][C:16]=2[N+:22]([O-])=O)[CH2:10][CH2:9]1)=[O:7])([CH3:4])([CH3:3])[CH3:2]. (2) Given the product [CH2:10]([O:4][C:3]1[CH:5]=[CH:6][CH:7]=[CH:8][C:2]=1[CH:1]=[O:9])[C:11]1[CH:16]=[CH:15][CH:14]=[CH:13][CH:12]=1, predict the reactants needed to synthesize it. The reactants are: [CH:1](=[O:9])[C:2]1[C:3](=[CH:5][CH:6]=[CH:7][CH:8]=1)[OH:4].[CH2:10](Br)[C:11]1[CH:16]=[CH:15][CH:14]=[CH:13][CH:12]=1.C(=O)([O-])[O-].[K+].[K+]. (3) Given the product [CH:1](=[CH:10][C:11]([O:13][CH2:14][CH:16]1[O:18][CH2:17]1)=[O:12])[CH:2]=[CH:3][C:4]1[CH:5]=[CH:6][CH:7]=[CH:8][CH:9]=1, predict the reactants needed to synthesize it. The reactants are: [CH:1](=[CH:10][C:11]([OH:13])=[O:12])[CH:2]=[CH:3][C:4]1[CH:9]=[CH:8][CH:7]=[CH:6][CH:5]=1.[CH2:14]([CH:16]1[O:18][CH2:17]1)Cl. (4) Given the product [Cl:1][C:2]1[CH:3]=[CH:4][C:5]([CH2:6][CH2:7][NH:8][C:9]([C:11]2[CH:12]=[CH:13][C:14]([O:15][C:16]3[CH:21]=[CH:20][C:19]([CH:22]([CH3:30])[C:23]([OH:25])=[O:24])=[CH:18][C:17]=3[C:31]#[N:32])=[CH:33][CH:34]=2)=[O:10])=[CH:35][CH:36]=1, predict the reactants needed to synthesize it. The reactants are: [Cl:1][C:2]1[CH:36]=[CH:35][C:5]([CH2:6][CH2:7][NH:8][C:9]([C:11]2[CH:34]=[CH:33][C:14]([O:15][C:16]3[CH:21]=[CH:20][C:19]([CH:22]([CH3:30])[C:23]([O:25]C(C)(C)C)=[O:24])=[CH:18][C:17]=3[C:31]#[N:32])=[CH:13][CH:12]=2)=[O:10])=[CH:4][CH:3]=1. (5) Given the product [CH2:16]([N:13]1[CH2:12][CH2:11][C:10]([C:7]2[CH:6]=[CH:5][C:4]([C:3]([NH:33][NH2:34])=[O:31])=[CH:9][CH:8]=2)([C:23]2[CH:28]=[CH:27][CH:26]=[C:25]([O:29][CH3:30])[CH:24]=2)[CH2:15][CH2:14]1)[C:17]1[CH:18]=[CH:19][CH:20]=[CH:21][CH:22]=1, predict the reactants needed to synthesize it. The reactants are: CO[C:3](=[O:31])[C:4]1[CH:9]=[CH:8][C:7]([C:10]2([C:23]3[CH:28]=[CH:27][CH:26]=[C:25]([O:29][CH3:30])[CH:24]=3)[CH2:15][CH2:14][N:13]([CH2:16][C:17]3[CH:22]=[CH:21][CH:20]=[CH:19][CH:18]=3)[CH2:12][CH2:11]2)=[CH:6][CH:5]=1.O.[NH2:33][NH2:34]. (6) Given the product [N+:1]([C:4]1[CH:5]=[N:6][C:7]2[C:8]([C:19]=1[OH:21])=[CH:9][C:10]([C:13]1[CH:18]=[CH:17][CH:16]=[CH:15][CH:14]=1)=[CH:11][CH:12]=2)([O-:3])=[O:2], predict the reactants needed to synthesize it. The reactants are: [N+:1](/[CH:4]=[CH:5]/[NH:6][C:7]1[CH:12]=[CH:11][C:10]([C:13]2[CH:18]=[CH:17][CH:16]=[CH:15][CH:14]=2)=[CH:9][C:8]=1[C:19]([OH:21])=O)([O-:3])=[O:2].C([O-])(=O)C.[K+].C(OC(=O)C)(=O)C. (7) Given the product [F:1][C:2]1[CH:3]=[C:4]([NH:5][C:49]([N:45]2[C:44](=[O:52])[CH:43]([C:40]3[CH:41]=[CH:42][C:37]([F:36])=[CH:38][CH:39]=3)[CH:48]=[CH:47][NH:46]2)=[O:50])[CH:6]=[CH:7][C:8]=1[O:9][C:10]1[CH:15]=[CH:14][N:13]=[C:12]2[N:16]([CH2:27][C:28]3[CH:29]=[CH:30][C:31]([O:34][CH3:35])=[CH:32][CH:33]=3)[N:17]=[C:18]([O:19][CH:20]3[CH2:25][CH2:24][N:23]([CH3:26])[CH2:22][CH2:21]3)[C:11]=12, predict the reactants needed to synthesize it. The reactants are: [F:1][C:2]1[CH:3]=[C:4]([CH:6]=[CH:7][C:8]=1[O:9][C:10]1[CH:15]=[CH:14][N:13]=[C:12]2[N:16]([CH2:27][C:28]3[CH:33]=[CH:32][C:31]([O:34][CH3:35])=[CH:30][CH:29]=3)[N:17]=[C:18]([O:19][CH:20]3[CH2:25][CH2:24][N:23]([CH3:26])[CH2:22][CH2:21]3)[C:11]=12)[NH2:5].[F:36][C:37]1[CH:42]=[CH:41][C:40]([CH:43]2[CH:48]=[CH:47][NH:46][N:45]([C:49](O)=[O:50])[C:44]2=[O:52])=[CH:39][CH:38]=1.